Dataset: Forward reaction prediction with 1.9M reactions from USPTO patents (1976-2016). Task: Predict the product of the given reaction. (1) Given the reactants [Cl:1][C:2]1[N:7]=[C:6]([C:8]2[CH:9]=[N:10][N:11]([CH:13]([CH2:28][C:29]#[N:30])[CH2:14][CH:15]3[CH2:20][CH2:19][N:18](C(OC(C)(C)C)=O)[CH2:17][CH2:16]3)[CH:12]=2)[C:5]([O:31][CH3:32])=[CH:4][N:3]=1.C(O)(C(F)(F)F)=O, predict the reaction product. The product is: [Cl:1][C:2]1[N:7]=[C:6]([C:8]2[CH:9]=[N:10][N:11]([CH:13]([CH2:14][CH:15]3[CH2:20][CH2:19][NH:18][CH2:17][CH2:16]3)[CH2:28][C:29]#[N:30])[CH:12]=2)[C:5]([O:31][CH3:32])=[CH:4][N:3]=1. (2) Given the reactants [C:1]1([C@H:7]([NH:9][C@H:10]([CH3:32])[CH2:11][C:12]2[CH:13]=[C:14]3[C:18](=[CH:19][CH:20]=2)[N:17](C(OC(C)(C)C)=O)[C:16]([C:28]([O:30][CH3:31])=[O:29])=[CH:15]3)[CH3:8])[CH:6]=[CH:5][CH:4]=[CH:3][CH:2]=1.Cl, predict the reaction product. The product is: [C:1]1([C@H:7]([NH:9][C@H:10]([CH3:32])[CH2:11][C:12]2[CH:13]=[C:14]3[C:18](=[CH:19][CH:20]=2)[NH:17][C:16]([C:28]([O:30][CH3:31])=[O:29])=[CH:15]3)[CH3:8])[CH:2]=[CH:3][CH:4]=[CH:5][CH:6]=1. (3) Given the reactants [CH2:1]([Li])CCC.[Br:6][C:7]1[N:14]=[CH:13][CH:12]=[CH:11][C:8]=1[CH:9]=O, predict the reaction product. The product is: [Br:6][C:7]1[C:8]([CH:9]=[CH2:1])=[CH:11][CH:12]=[CH:13][N:14]=1. (4) Given the reactants [F:1][C:2]1[CH:7]=[CH:6][C:5]([C:8]2[C:9]3[C:20]([C:21]#[N:22])=[CH:19][N:18](COCC[Si](C)(C)C)[C:10]=3[N:11]=[C:12](S(C)(=O)=O)[N:13]=2)=[C:4]([CH3:31])[CH:3]=1.[N:32]1([CH2:37][CH2:38][OH:39])[CH2:36][CH2:35][CH2:34][CH2:33]1.CCCC[N+](CCCC)(CCCC)CCCC.[F-], predict the reaction product. The product is: [F:1][C:2]1[CH:7]=[CH:6][C:5]([C:8]2[C:9]3[C:20]([C:21]#[N:22])=[CH:19][NH:18][C:10]=3[N:11]=[C:12]([O:39][CH2:38][CH2:37][N:32]3[CH2:36][CH2:35][CH2:34][CH2:33]3)[N:13]=2)=[C:4]([CH3:31])[CH:3]=1. (5) Given the reactants [Cl:1][C:2]1[CH:3]=[CH:4][C:5]([C@@:8]([NH:27][S@@](C(C)(C)C)=O)([C:16]2[CH:21]=[C:20]([C:22]([F:25])([F:24])[F:23])[CH:19]=[C:18]([F:26])[CH:17]=2)[CH2:9][C:10]2[CH:15]=[CH:14][CH:13]=[CH:12][CH:11]=2)=[N:6][CH:7]=1.Cl, predict the reaction product. The product is: [Cl:1][C:2]1[CH:3]=[CH:4][C:5]([C@:8]([C:16]2[CH:21]=[C:20]([C:22]([F:25])([F:23])[F:24])[CH:19]=[C:18]([F:26])[CH:17]=2)([NH2:27])[CH2:9][C:10]2[CH:11]=[CH:12][CH:13]=[CH:14][CH:15]=2)=[N:6][CH:7]=1. (6) Given the reactants C([Mg]Cl)(C)C.[F:6][C:7]1[CH:8]=[C:9]([CH:12]=[CH:13][C:14]=1I)[C:10]#[N:11].[B:16](OC(C)C)([O:21]C(C)C)[O:17]C(C)C, predict the reaction product. The product is: [C:10]([C:9]1[CH:12]=[CH:13][C:14]([B:16]([OH:21])[OH:17])=[C:7]([F:6])[CH:8]=1)#[N:11]. (7) The product is: [F:27][C:28]([F:41])([F:40])[S:29]([O:1][C:2]1[CH:11]=[C:10]2[C:5]([CH2:6][CH2:7][N:8]([C:12]([O:14][C:15]([CH3:18])([CH3:17])[CH3:16])=[O:13])[CH2:9]2)=[CH:4][CH:3]=1)(=[O:31])=[O:30]. Given the reactants [OH:1][C:2]1[CH:11]=[C:10]2[C:5]([CH2:6][CH2:7][N:8]([C:12]([O:14][C:15]([CH3:18])([CH3:17])[CH3:16])=[O:13])[CH2:9]2)=[CH:4][CH:3]=1.N1C(C)=CC=CC=1C.[F:27][C:28]([F:41])([F:40])[S:29](O[S:29]([C:28]([F:41])([F:40])[F:27])(=[O:31])=[O:30])(=[O:31])=[O:30].Cl, predict the reaction product.